From a dataset of Reaction yield outcomes from USPTO patents with 853,638 reactions. Predict the reaction yield, written as a fraction of the theoretical maximum amount of product (1.0 means a 100% yield; for example, 0.34 means a 34% yield). The reactants are [C:9](O[C:9]([O:11][C:12]([CH3:15])([CH3:14])[CH3:13])=[O:10])([O:11][C:12]([CH3:15])([CH3:14])[CH3:13])=[O:10].[Br:16][C:17]1[CH:22]=[C:21]([C:23]([F:26])([F:25])[F:24])[C:20]2[CH2:27][O:28][C@:29]3([CH3:34])[C@H:33]([C:19]=2[CH:18]=1)[CH2:32][NH:31][CH2:30]3.C(=O)([O-])O.[Na+]. The catalyst is CO. The product is [Br:16][C:17]1[CH:22]=[C:21]([C:23]([F:26])([F:25])[F:24])[C:20]2[CH2:27][O:28][C@:29]3([CH3:34])[C@H:33]([C:19]=2[CH:18]=1)[CH2:32][N:31]([C:9]([O:11][C:12]([CH3:13])([CH3:14])[CH3:15])=[O:10])[CH2:30]3. The yield is 0.460.